From a dataset of Forward reaction prediction with 1.9M reactions from USPTO patents (1976-2016). Predict the product of the given reaction. (1) Given the reactants N(C(OC(C)C)=O)=N[C:3](OC(C)C)=O.[F:15][C:16]([F:58])([F:57])[C:17]1[CH:18]=[C:19]([CH:50]=[C:51]([C:53]([F:56])([F:55])[F:54])[CH:52]=1)[CH2:20][N:21]([C:45]1[N:46]=[N:47][NH:48][N:49]=1)[C@H:22]1[CH2:28][CH2:27][CH2:26][N:25]([C:29]([O:31][C:32]([CH3:35])([CH3:34])[CH3:33])=[O:30])[C:24]2[CH:36]=[C:37]([C:41]([F:44])([F:43])[F:42])[C:38]([CH3:40])=[CH:39][C:23]1=2.C1(P(C2C=CC=CC=2)C2C=CC=CC=2)C=CC=CC=1.CO, predict the reaction product. The product is: [F:54][C:53]([F:56])([F:55])[C:51]1[CH:50]=[C:19]([CH:18]=[C:17]([C:16]([F:57])([F:15])[F:58])[CH:52]=1)[CH2:20][N:21]([C:45]1[N:46]=[N:47][N:48]([CH3:3])[N:49]=1)[C@H:22]1[CH2:28][CH2:27][CH2:26][N:25]([C:29]([O:31][C:32]([CH3:34])([CH3:35])[CH3:33])=[O:30])[C:24]2[CH:36]=[C:37]([C:41]([F:42])([F:43])[F:44])[C:38]([CH3:40])=[CH:39][C:23]1=2. (2) Given the reactants F[C:2]1[CH:7]=[C:6]([F:8])[CH:5]=[CH:4][C:3]=1[N+:9]([O-:11])=[O:10].[CH2:12]([NH2:15])[CH2:13][CH3:14].C([O-])([O-])=O.[K+].[K+], predict the reaction product. The product is: [F:8][C:6]1[CH:5]=[CH:4][C:3]([N+:9]([O-:11])=[O:10])=[C:2]([NH:15][CH2:12][CH2:13][CH3:14])[CH:7]=1. (3) Given the reactants [Br:1][C:2]1[CH:10]=[C:9]2[C:5]([CH:6]=[N:7][NH:8]2)=[CH:4][CH:3]=1.[I:11]I.[OH-].[K+], predict the reaction product. The product is: [Br:1][C:2]1[CH:10]=[C:9]2[C:5]([C:6]([I:11])=[N:7][NH:8]2)=[CH:4][CH:3]=1.